This data is from Forward reaction prediction with 1.9M reactions from USPTO patents (1976-2016). The task is: Predict the product of the given reaction. Given the reactants [CH3:1][C:2]1[CH:10]=[CH:9][C:5]([CH:6]2[O:8][CH2:7]2)=[CH:4][CH:3]=1.[CH3:11][NH2:12], predict the reaction product. The product is: [CH3:11][NH:12][CH2:7][CH:6]([OH:8])[C:5]1[CH:9]=[CH:10][C:2]([CH3:1])=[CH:3][CH:4]=1.